Dataset: Peptide-MHC class II binding affinity with 134,281 pairs from IEDB. Task: Regression. Given a peptide amino acid sequence and an MHC pseudo amino acid sequence, predict their binding affinity value. This is MHC class II binding data. (1) The peptide sequence is TTAAGAASGAATVAA. The MHC is HLA-DQA10501-DQB10201 with pseudo-sequence HLA-DQA10501-DQB10201. The binding affinity (normalized) is 0.216. (2) The peptide sequence is TLTHRLMSPHRVPNYNLF. The MHC is DRB1_1101 with pseudo-sequence DRB1_1101. The binding affinity (normalized) is 0.411.